This data is from Catalyst prediction with 721,799 reactions and 888 catalyst types from USPTO. The task is: Predict which catalyst facilitates the given reaction. (1) Reactant: [Br:1][C:2]1[CH:3]=[CH:4][C:5]([O:19][C:20]([F:23])([F:22])[F:21])=[C:6]([CH:8]=[C:9]2[C:13]([CH3:15])([CH3:14])[O:12][C:11]([CH3:17])([CH3:16])[C:10]2=[O:18])[CH:7]=1.[OH:24]O.[OH-].[Li+]. Product: [Br:1][C:2]1[CH:3]=[CH:4][C:5]([O:19][C:20]([F:23])([F:21])[F:22])=[C:6]([CH:8]2[C:9]3([C:10](=[O:18])[C:11]([CH3:17])([CH3:16])[O:12][C:13]3([CH3:14])[CH3:15])[O:24]2)[CH:7]=1. The catalyst class is: 5. (2) Reactant: O.NN.[F:4][CH2:5][C:6]1[N:11]=[C:10]([C:12]#[C:13][CH2:14][CH2:15][N:16]2C(=O)C3C(=CC=CC=3)C2=O)[CH:9]=[CH:8][CH:7]=1.C(Cl)Cl. Product: [F:4][CH2:5][C:6]1[N:11]=[C:10]([C:12]#[C:13][CH2:14][CH2:15][NH2:16])[CH:9]=[CH:8][CH:7]=1. The catalyst class is: 14. (3) Reactant: [Br:1][C:2]1[CH:10]=[CH:9][C:5]([CH:6]=[N:7][OH:8])=[C:4]([C:11]([F:14])([F:13])[F:12])[CH:3]=1.[CH2:15]([Cl:18])[C:16]#[CH:17].[O-]Cl.[Na+]. The catalyst class is: 26. Product: [Br:1][C:2]1[CH:10]=[CH:9][C:5]([C:6]2[CH:17]=[C:16]([CH2:15][Cl:18])[O:8][N:7]=2)=[C:4]([C:11]([F:12])([F:13])[F:14])[CH:3]=1. (4) Product: [CH3:24][C:23]([CH3:26])([CH3:25])[CH2:22][N:21]1[C:16]2[C:17](=[N:18][C:13](/[CH:12]=[CH:11]/[CH2:10][CH2:9][OH:8])=[CH:14][CH:15]=2)[N:19]([CH3:28])[C:20]1=[O:27]. The catalyst class is: 5. Reactant: [Si]([O:8][CH2:9][CH2:10]/[CH:11]=[CH:12]/[C:13]1[N:18]=[C:17]2[N:19]([CH3:28])[C:20](=[O:27])[N:21]([CH2:22][C:23]([CH3:26])([CH3:25])[CH3:24])[C:16]2=[CH:15][CH:14]=1)(C(C)(C)C)(C)C.C1(C)C=CC(S(O)(=O)=O)=CC=1. (5) Reactant: [OH-].[Na+].[NH2:3][C:4]1[CH:13]=[CH:12][C:11]([C:14]([C:16]2[N:20]3[CH:21]=[CH:22][CH:23]=[CH:24][C:19]3=[C:18]([Br:25])[N:17]=2)=[O:15])=[CH:10][C:5]=1[C:6]([O:8]C)=[O:7].Cl. Product: [NH2:3][C:4]1[CH:13]=[CH:12][C:11]([C:14]([C:16]2[N:20]3[CH:21]=[CH:22][CH:23]=[CH:24][C:19]3=[C:18]([Br:25])[N:17]=2)=[O:15])=[CH:10][C:5]=1[C:6]([OH:8])=[O:7]. The catalyst class is: 24. (6) Reactant: [CH3:1][O:2][C:3](=[O:14])[C:4]1[CH:9]=[C:8]([N+:10]([O-:12])=[O:11])[CH:7]=[C:6](I)[CH:5]=1.[B:15]1([B:15]2[O:19][C:18]([CH3:21])([CH3:20])[C:17]([CH3:23])([CH3:22])[O:16]2)[O:19][C:18]([CH3:21])([CH3:20])[C:17]([CH3:23])([CH3:22])[O:16]1.CC([O-])=O.[K+]. Product: [CH3:1][O:2][C:3](=[O:14])[C:4]1[CH:5]=[C:6]([B:15]2[O:19][C:18]([CH3:21])([CH3:20])[C:17]([CH3:23])([CH3:22])[O:16]2)[CH:7]=[C:8]([N+:10]([O-:12])=[O:11])[CH:9]=1. The catalyst class is: 418. (7) Reactant: [OH:1][CH2:2][C:3]([C:6]1[S:10][C:9]([NH:11][C:12](=[O:29])[CH:13]([NH:17][C:18](=[O:28])[CH2:19][C:20]2[CH:25]=[C:24]([F:26])[CH:23]=[C:22]([F:27])[CH:21]=2)[CH2:14][CH2:15][CH3:16])=[N:8][N:7]=1)([CH3:5])[CH3:4].CC(OI1(OC(C)=O)(OC(C)=O)OC(=O)C2C=CC=CC1=2)=O. Product: [CH3:4][C:3]([C:6]1[S:10][C:9]([NH:11][C:12](=[O:29])[CH:13]([NH:17][C:18](=[O:28])[CH2:19][C:20]2[CH:25]=[C:24]([F:26])[CH:23]=[C:22]([F:27])[CH:21]=2)[CH2:14][CH2:15][CH3:16])=[N:8][N:7]=1)([CH3:5])[CH:2]=[O:1]. The catalyst class is: 2. (8) Reactant: [NH:1](C(OC(C)(C)C)=O)[C@H:2]([C:10]([OH:12])=[O:11])[CH2:3][C:4]1[CH:9]=[CH:8][CH:7]=[CH:6][CH:5]=1.Cl[CH2:21][CH2:22][CH2:23][CH:24]1[O:28][CH2:27][CH2:26][O:25]1.Cl. Product: [NH2:1][C@@H:2]([CH2:3][C:4]1[CH:5]=[CH:6][CH:7]=[CH:8][CH:9]=1)[C:10]([O:12][CH2:21][CH2:22][CH2:23][CH:24]1[O:28][CH2:27][CH2:26][O:25]1)=[O:11]. The catalyst class is: 12.